From a dataset of NCI-60 drug combinations with 297,098 pairs across 59 cell lines. Regression. Given two drug SMILES strings and cell line genomic features, predict the synergy score measuring deviation from expected non-interaction effect. Drug 1: CCCS(=O)(=O)NC1=C(C(=C(C=C1)F)C(=O)C2=CNC3=C2C=C(C=N3)C4=CC=C(C=C4)Cl)F. Drug 2: C1=C(C(=O)NC(=O)N1)F. Cell line: K-562. Synergy scores: CSS=38.3, Synergy_ZIP=-6.56, Synergy_Bliss=-11.4, Synergy_Loewe=-54.1, Synergy_HSA=-12.8.